Dataset: Forward reaction prediction with 1.9M reactions from USPTO patents (1976-2016). Task: Predict the product of the given reaction. (1) The product is: [NH:1]1[C:5]2[CH:6]=[CH:7][CH:8]=[CH:9][C:4]=2[N:3]=[C:2]1[NH:10][C:11]([N:13]1[CH:17]=[CH:16][N:15]=[CH:14]1)=[S:12]. Given the reactants [NH:1]1[C:5]2[CH:6]=[CH:7][CH:8]=[CH:9][C:4]=2[N:3]=[C:2]1[NH2:10].[C:11](N1C=CN=C1)([N:13]1[CH:17]=[CH:16][N:15]=[CH:14]1)=[S:12], predict the reaction product. (2) Given the reactants Br[C:2]1[C:7]([C:8]([F:11])([F:10])[F:9])=[CH:6][C:5]([NH:12][C:13]2[NH:17][N:16]=[C:15]([NH2:18])[N:14]=2)=[CH:4][C:3]=1[F:19].[F:20][C:21]1[N:26]=[CH:25][C:24](B(O)O)=[CH:23][CH:22]=1.[OH-].[Na+], predict the reaction product. The product is: [F:19][C:3]1[CH:4]=[C:5]([NH:12][C:13]2[NH:17][N:16]=[C:15]([NH2:18])[N:14]=2)[CH:6]=[C:7]([C:8]([F:11])([F:10])[F:9])[C:2]=1[C:24]1[CH:25]=[N:26][C:21]([F:20])=[CH:22][CH:23]=1. (3) Given the reactants Br[CH2:2][C:3]1[NH:8][C:7]([C:9]2[S:10][CH:11]=[CH:12][N:13]=2)=[N:6][CH:5]([C:14]2[CH:19]=[CH:18][C:17]([F:20])=[CH:16][C:15]=2[Cl:21])[C:4]=1[C:22]([O:24][CH2:25][CH3:26])=[O:23].Cl.[NH:28]1[CH2:33][CH2:32][O:31][CH:30]([CH2:34][C:35]([OH:37])=[O:36])[CH2:29]1, predict the reaction product. The product is: [Cl:21][C:15]1[CH:16]=[C:17]([F:20])[CH:18]=[CH:19][C:14]=1[CH:5]1[N:6]=[C:7]([C:9]2[S:10][CH:11]=[CH:12][N:13]=2)[NH:8][C:3]([CH2:2][N:28]2[CH2:33][CH2:32][O:31][CH:30]([CH2:34][C:35]([OH:37])=[O:36])[CH2:29]2)=[C:4]1[C:22]([O:24][CH2:25][CH3:26])=[O:23].